This data is from Forward reaction prediction with 1.9M reactions from USPTO patents (1976-2016). The task is: Predict the product of the given reaction. (1) Given the reactants [NH2:1][OH:2].[CH3:3][O:4][C:5]1[CH:6]=[C:7]([CH:10]=[CH:11][C:12]=1[O:13][CH2:14][CH2:15][N:16]1[CH2:20][CH2:19][NH:18][C:17]1=[O:21])[CH:8]=O, predict the reaction product. The product is: [CH3:3][O:4][C:5]1[CH:6]=[C:7]([CH:10]=[CH:11][C:12]=1[O:13][CH2:14][CH2:15][N:16]1[CH2:20][CH2:19][NH:18][C:17]1=[O:21])[CH:8]=[N:1][OH:2]. (2) The product is: [F:14][C:15]1[CH:21]=[CH:20][C:18]([NH:19][C:8]([C:7]2[CH:6]=[C:5]([S:2]([Cl:1])(=[O:4])=[O:3])[CH:13]=[CH:12][CH:11]=2)=[O:9])=[CH:17][C:16]=1[CH3:22]. Given the reactants [Cl:1][S:2]([C:5]1[CH:6]=[C:7]([CH:11]=[CH:12][CH:13]=1)[C:8](Cl)=[O:9])(=[O:4])=[O:3].[F:14][C:15]1[CH:21]=[CH:20][C:18]([NH2:19])=[CH:17][C:16]=1[CH3:22].S(C1C=CC(C)=CC=1)(O)(=O)=O.N[C@H]1CCOC1.C(N(C(C)C)CC)(C)C, predict the reaction product.